Dataset: Experimentally validated miRNA-target interactions with 360,000+ pairs, plus equal number of negative samples. Task: Binary Classification. Given a miRNA mature sequence and a target amino acid sequence, predict their likelihood of interaction. The miRNA is hsa-miR-106b-5p with sequence UAAAGUGCUGACAGUGCAGAU. The protein sequence of the target gene is MAAMRKALPRRLVGLASLRAVSTSSMGTLPKRVKIVEVGPRDGLQNEKNIVSTPVKIKLIDMLSEAGLSVIETTSFVSPKWVPQMGDHTEVLKGIQKFPGINYPVLTPNLKGFEAAVAAGAKEVVIFGAASELFTKKNINCSIEESFQRFDAILKAAQSANISVRGYVSCALGCPYEGKISPAKVAEVTKKFYSMGCYEISLGDTIGVGTPGIMKDMLSAVMQEVPLAALAVHCHDTYGQALANTLMALQMGVSVVDSSVAGLGGCPYAQGASGNLATEDLVYMLEGLGIHTGVNLQKLL.... Result: 1 (interaction).